This data is from Full USPTO retrosynthesis dataset with 1.9M reactions from patents (1976-2016). The task is: Predict the reactants needed to synthesize the given product. Given the product [CH2:34]([N:28]1[CH2:29][C@@H:5]([C:4]([O:3][CH2:1][CH3:2])=[O:24])[C@H:6]([C:7]2[CH:8]=[CH:9][CH:10]=[C:11]3[C:16]=2[N:15]([C:17]([O:19][C:20]([CH3:23])([CH3:22])[CH3:21])=[O:18])[CH2:14][CH2:13][CH2:12]3)[CH2:27]1)[C:35]1[CH:40]=[CH:39][CH:38]=[CH:37][CH:36]=1, predict the reactants needed to synthesize it. The reactants are: [CH2:1]([O:3][C:4](=[O:24])/[CH:5]=[CH:6]/[C:7]1[CH:8]=[CH:9][CH:10]=[C:11]2[C:16]=1[N:15]([C:17]([O:19][C:20]([CH3:23])([CH3:22])[CH3:21])=[O:18])[CH2:14][CH2:13][CH2:12]2)[CH3:2].CO[CH2:27][N:28]([CH2:34][C:35]1[CH:40]=[CH:39][CH:38]=[CH:37][CH:36]=1)[CH2:29][Si](C)(C)C.FC(F)(F)C(O)=O.